Dataset: Forward reaction prediction with 1.9M reactions from USPTO patents (1976-2016). Task: Predict the product of the given reaction. (1) Given the reactants [C:1]([O:5][C:6]([N:8]1[CH2:13][CH2:12][CH:11]([C:14]2[CH:19]=[CH:18][C:17](Br)=[CH:16][CH:15]=2)[CH2:10][CH2:9]1)=[O:7])([CH3:4])([CH3:3])[CH3:2].C(P(C(C)(C)C)C1C=CC=CC=1C1C=CC=CC=1)(C)(C)C.CC(C)([O-])C.[Na+].[NH:48]1[CH2:52][CH2:51][CH2:50][CH2:49]1, predict the reaction product. The product is: [C:1]([O:5][C:6]([N:8]1[CH2:13][CH2:12][CH:11]([C:14]2[CH:19]=[CH:18][C:17]([N:48]3[CH2:52][CH2:51][CH2:50][CH2:49]3)=[CH:16][CH:15]=2)[CH2:10][CH2:9]1)=[O:7])([CH3:4])([CH3:3])[CH3:2]. (2) Given the reactants [C:1]([O:5][C:6]([N:8]1[CH2:14][C:13](=O)[CH:12]2[CH:10]([O:11]2)[CH2:9]1)=[O:7])([CH3:4])([CH3:3])[CH3:2].[CH3:16][N:17]([CH3:27])[C:18]1[CH:26]=[CH:25][C:21]([C:22]([NH2:24])=[S:23])=[CH:20][CH:19]=1, predict the reaction product. The product is: [C:1]([O:5][C:6]([N:8]1[CH2:9][CH:10]([OH:11])[C:12]2[S:23][C:22]([C:21]3[CH:25]=[CH:26][C:18]([N:17]([CH3:27])[CH3:16])=[CH:19][CH:20]=3)=[N:24][C:13]=2[CH2:14]1)=[O:7])([CH3:2])([CH3:3])[CH3:4]. (3) Given the reactants [C:1]([O:5][C:6]([CH2:8][CH:9]1[CH2:14][CH2:13][CH:12]([C:15]2[CH:25]=[CH:24][C:18]([C:19]([O:21]CC)=[O:20])=[CH:17][CH:16]=2)[CH2:11][CH2:10]1)=[O:7])([CH3:4])([CH3:3])[CH3:2].O.[OH-].[Li+], predict the reaction product. The product is: [C:1]([O:5][C:6]([CH2:8][CH:9]1[CH2:10][CH2:11][CH:12]([C:15]2[CH:16]=[CH:17][C:18]([C:19]([OH:21])=[O:20])=[CH:24][CH:25]=2)[CH2:13][CH2:14]1)=[O:7])([CH3:4])([CH3:2])[CH3:3]. (4) Given the reactants [Cl:1][C:2]1[N:3]=[C:4]([NH:33][CH2:34][C:35]2[CH:40]=[CH:39][CH:38]=[CH:37][N:36]=2)[C:5]2[C:10]([C:11]=1[C:12]1[CH:13]=[C:14]([NH:18][C:19](=[O:26])[CH2:20][C:21]([O:23]CC)=O)[CH:15]=[CH:16][CH:17]=1)=[CH:9][CH:8]=[CH:7][C:6]=2[C:27]1[CH:32]=[CH:31][CH:30]=[CH:29][CH:28]=1.[NH3:41], predict the reaction product. The product is: [Cl:1][C:2]1[N:3]=[C:4]([NH:33][CH2:34][C:35]2[CH:40]=[CH:39][CH:38]=[CH:37][N:36]=2)[C:5]2[C:10]([C:11]=1[C:12]1[CH:13]=[C:14]([NH:18][C:19](=[O:26])[CH2:20][C:21]([NH2:41])=[O:23])[CH:15]=[CH:16][CH:17]=1)=[CH:9][CH:8]=[CH:7][C:6]=2[C:27]1[CH:28]=[CH:29][CH:30]=[CH:31][CH:32]=1. (5) The product is: [F:23][C:24]([F:40])([C:34]1[CH:39]=[CH:38][CH:37]=[CH:36][CH:35]=1)[C:25](=[O:33])/[CH:26]=[CH:1]/[C@H:3]1[CH2:8][CH2:7][O:6][C:5](=[O:9])[N:4]1[CH2:10][CH2:11][CH2:12][CH2:13][CH2:14][CH2:15][C:16]([O:18][CH:19]([CH3:21])[CH3:20])=[O:17]. Given the reactants [CH:1]([C@H:3]1[CH2:8][CH2:7][O:6][C:5](=[O:9])[N:4]1[CH2:10][CH2:11][CH2:12][CH2:13][CH2:14][CH2:15][C:16]([O:18][CH:19]([CH3:21])[CH3:20])=[O:17])=O.[Na].[F:23][C:24]([F:40])([C:34]1[CH:39]=[CH:38][CH:37]=[CH:36][CH:35]=1)[C:25](=[O:33])[CH2:26]P(=O)(OC)OC, predict the reaction product. (6) Given the reactants CC([O-])(C)C.[Na+].N#N.[CH:9]1[CH:10]=[CH:11][C:12]([P:15]([C:22]2[C:31]([C:32]3[C:41]([P:42]([C:49]4[CH:50]=[CH:51][CH:52]=[CH:53][CH:54]=4)[C:43]4[CH:44]=[CH:45][CH:46]=[CH:47][CH:48]=4)=[CH:40][CH:39]=[C:38]4[C:33]=3[CH:34]=[CH:35][CH:36]=[CH:37]4)=[C:30]3[C:25]([CH:26]=[CH:27][CH:28]=[CH:29]3)=[CH:24][CH:23]=2)[C:16]2[CH:17]=[CH:18][CH:19]=[CH:20][CH:21]=2)=[CH:13][CH:14]=1.CC([O-])=O.CC([O-])=O.[Pd+2:63].C([O-])(O)=O.[Na+], predict the reaction product. The product is: [Pd:63].[CH:46]1[CH:45]=[CH:44][C:43]([P:42]([C:41]2[C:32]([C:31]3[C:22]([P:15]([C:12]4[CH:11]=[CH:10][CH:9]=[CH:14][CH:13]=4)[C:16]4[CH:21]=[CH:20][CH:19]=[CH:18][CH:17]=4)=[CH:23][CH:24]=[C:25]4[C:30]=3[CH:29]=[CH:28][CH:27]=[CH:26]4)=[C:33]3[C:38]([CH:37]=[CH:36][CH:35]=[CH:34]3)=[CH:39][CH:40]=2)[C:49]2[CH:50]=[CH:51][CH:52]=[CH:53][CH:54]=2)=[CH:48][CH:47]=1. (7) Given the reactants [NH2:1][C@H:2]1[CH2:18][C@@H:17]2[C@@:5]([CH3:28])([C@@H:6]3[C@@H:14]([CH2:15][CH2:16]2)[C@:13]2([OH:19])[C@@:9]([CH3:27])([C@@H:10]([C:20]4[CH:21]=[CH:22][C:23](=[O:26])[O:24][CH:25]=4)[CH2:11][CH2:12]2)[CH2:8][CH2:7]3)[CH2:4][CH2:3]1.CCN(C(C)C)C(C)C.[N:38]1([C:44](Cl)=[O:45])[CH2:43][CH2:42][O:41][CH2:40][CH2:39]1, predict the reaction product. The product is: [OH:19][C@:13]12[CH2:12][CH2:11][C@H:10]([C:20]3[CH:21]=[CH:22][C:23](=[O:26])[O:24][CH:25]=3)[C@@:9]1([CH3:27])[CH2:8][CH2:7][C@H:6]1[C@H:14]2[CH2:15][CH2:16][C@H:17]2[C@:5]1([CH3:28])[CH2:4][CH2:3][C@@H:2]([NH:1][C:44]([N:38]1[CH2:43][CH2:42][O:41][CH2:40][CH2:39]1)=[O:45])[CH2:18]2. (8) Given the reactants C(C1C=CN=C(C2C=C(C(C)(C)C)C=CN=2)C=1)(C)(C)C.[Br:21][C:22]1[CH:23]=[CH:24][C:25]([CH3:32])=[C:26]2[C:31]=1[N:30]=[CH:29][CH:28]=[CH:27]2.[B:33]1([B:33]2[O:37][C:36]([CH3:39])([CH3:38])[C:35]([CH3:41])([CH3:40])[O:34]2)[O:37][C:36]([CH3:39])([CH3:38])[C:35]([CH3:41])([CH3:40])[O:34]1, predict the reaction product. The product is: [Br:21][C:22]1[CH:23]=[CH:24][C:25]([CH3:32])=[C:26]2[C:31]=1[N:30]=[CH:29][C:28]([B:33]1[O:37][C:36]([CH3:39])([CH3:38])[C:35]([CH3:41])([CH3:40])[O:34]1)=[CH:27]2.